The task is: Predict which catalyst facilitates the given reaction.. This data is from Catalyst prediction with 721,799 reactions and 888 catalyst types from USPTO. (1) Reactant: Cl[C:2]1[C:11]2[C:6](=[C:7]([O:13][C:14]3[C:19]([C:20]4[CH:25]=[CH:24][N:23]=[C:22]([NH:26][CH3:27])[N:21]=4)=[CH:18][CH:17]=[CH:16][N:15]=3)[C:8]([CH3:12])=[CH:9][CH:10]=2)[CH:5]=[CH:4][N:3]=1.[F:28][C:29]([F:39])([F:38])[O:30][C:31]1[CH:32]=[C:33]([CH:35]=[CH:36][CH:37]=1)[NH2:34].Cl.N. Product: [CH3:12][C:8]1[C:7]([O:13][C:14]2[C:19]([C:20]3[CH:25]=[CH:24][N:23]=[C:22]([NH:26][CH3:27])[N:21]=3)=[CH:18][CH:17]=[CH:16][N:15]=2)=[C:6]2[C:11](=[CH:10][CH:9]=1)[C:2]([NH:34][C:33]1[CH:35]=[CH:36][CH:37]=[C:31]([O:30][C:29]([F:28])([F:38])[F:39])[CH:32]=1)=[N:3][CH:4]=[CH:5]2. The catalyst class is: 169. (2) Reactant: [CH3:1][Mg+].[Br-].FC(F)(F)S(O[CH2:10][CH:11]1[CH2:20][CH2:19][C:18]2[C:13](=[CH:14][CH:15]=[CH:16][CH:17]=2)[O:12]1)(=O)=O.[NH4+].[Cl-]. Product: [CH2:10]([CH:11]1[CH2:20][CH2:19][C:18]2[C:13](=[CH:14][CH:15]=[CH:16][CH:17]=2)[O:12]1)[CH3:1]. The catalyst class is: 20. (3) Reactant: [N:1]1(C2C=CC(NC3C4N(C=CN=4)C(C4C=C5C(=CC=4)C(=O)NC5)=CN=3)=CC=2)CCOCC1.[Br:33]C1N2C=CN=C2C(NC2C=NC(N3CCN(C(C)C)CC3)=CC=2)=NC=1.CC1(C)C(C)(C)OB([C:67]2[CH:68]=[C:69]([C:72]([NH2:74])=[O:73])[O:70][CH:71]=2)O1.C([O-])([O-])=O.[Na+].[Na+]. Product: [NH3:1].[Br:33][C:67]1[CH:68]=[C:69]([C:72]([NH2:74])=[O:73])[O:70][CH:71]=1. The catalyst class is: 77.